Dataset: NCI-60 drug combinations with 297,098 pairs across 59 cell lines. Task: Regression. Given two drug SMILES strings and cell line genomic features, predict the synergy score measuring deviation from expected non-interaction effect. Drug 2: CC(C)(C#N)C1=CC(=CC(=C1)CN2C=NC=N2)C(C)(C)C#N. Synergy scores: CSS=3.26, Synergy_ZIP=1.91, Synergy_Bliss=7.03, Synergy_Loewe=2.89, Synergy_HSA=2.89. Drug 1: C1=CC=C(C(=C1)C(C2=CC=C(C=C2)Cl)C(Cl)Cl)Cl. Cell line: HL-60(TB).